Dataset: Reaction yield outcomes from USPTO patents with 853,638 reactions. Task: Predict the reaction yield, written as a fraction of the theoretical maximum amount of product (1.0 means a 100% yield; for example, 0.34 means a 34% yield). (1) The reactants are C(=O)([O-])[O-].[K+].[K+].Br[CH2:8][CH2:9][CH2:10][CH2:11][CH2:12][O:13][C:14]1[CH:19]=[CH:18][CH:17]=[CH:16][CH:15]=1.[N+:20]([C:23]1[CH:24]=[C:25]([OH:29])[CH:26]=[CH:27][CH:28]=1)([O-:22])=[O:21].[I-].[K+]. The catalyst is CN1CCCC1=O. The product is [N+:20]([C:23]1[CH:28]=[CH:27][CH:26]=[C:25]([O:29][CH2:8][CH2:9][CH2:10][CH2:11][CH2:12][O:13][C:14]2[CH:19]=[CH:18][CH:17]=[CH:16][CH:15]=2)[CH:24]=1)([O-:22])=[O:21]. The yield is 0.800. (2) The reactants are [NH2:1][C:2]1[CH:7]=[CH:6][C:5]([N:8]2[CH2:13][CH2:12][N:11]([CH2:14][CH2:15][O:16][C:17](=[O:19])[CH3:18])[CH2:10][CH2:9]2)=[CH:4][CH:3]=1.Cl[C:21]1[C:22]2[C:27]([N:28]=[C:29]3[C:34]=1[CH2:33][CH2:32][CH2:31][CH2:30]3)=[CH:26][CH:25]=[CH:24][CH:23]=2. No catalyst specified. The product is [C:17]([O:16][CH2:15][CH2:14][N:11]1[CH2:12][CH2:13][N:8]([C:5]2[CH:4]=[CH:3][C:2]([NH2:1])=[CH:7][C:6]=2[C:21]2[C:22]3[C:27]([N:28]=[C:29]4[C:34]=2[CH2:33][CH2:32][CH2:31][CH2:30]4)=[CH:26][CH:25]=[CH:24][CH:23]=3)[CH2:9][CH2:10]1)(=[O:19])[CH3:18]. The yield is 0.470. (3) The reactants are Br[C:2]1[C:7]([NH2:8])=[CH:6][CH:5]=[C:4]([CH3:9])[N:3]=1.[C:10]([C:12]1[CH:17]=[CH:16][CH:15]=[C:14]([F:18])[CH:13]=1)#[CH:11]. The catalyst is C(N(CC)CC)C.Cl[Pd](Cl)([P](C1C=CC=CC=1)(C1C=CC=CC=1)C1C=CC=CC=1)[P](C1C=CC=CC=1)(C1C=CC=CC=1)C1C=CC=CC=1. The product is [F:18][C:14]1[CH:13]=[C:12]([C:10]#[C:11][C:2]2[C:7]([NH2:8])=[CH:6][CH:5]=[C:4]([CH3:9])[N:3]=2)[CH:17]=[CH:16][CH:15]=1. The yield is 0.600.